Dataset: Full USPTO retrosynthesis dataset with 1.9M reactions from patents (1976-2016). Task: Predict the reactants needed to synthesize the given product. Given the product [NH2:28][C:29]1[N:38]=[C:37]([C:39]([N:41]2[CH2:42][C:43]3[C:48](=[CH:47][CH:46]=[CH:45][CH:44]=3)[CH2:49]2)=[O:40])[C:36]2[C:31](=[CH:32][CH:33]=[C:34]([C:9]3[CH:19]=[CH:18][CH:17]=[CH:16][C:10]=3[C:11]([O:13][CH2:14][CH3:15])=[O:12])[CH:35]=2)[N:30]=1, predict the reactants needed to synthesize it. The reactants are: CC1(C)C(C)(C)OB([C:9]2[CH:19]=[CH:18][CH:17]=[CH:16][C:10]=2[C:11]([O:13][CH2:14][CH3:15])=[O:12])O1.C(=O)([O-])[O-].[K+].[K+].O.[NH2:28][C:29]1[N:38]=[C:37]([C:39]([N:41]2[CH2:49][C:48]3[C:43](=[CH:44][CH:45]=[CH:46][CH:47]=3)[CH2:42]2)=[O:40])[C:36]2[C:31](=[CH:32][CH:33]=[C:34](I)[CH:35]=2)[N:30]=1.